This data is from Full USPTO retrosynthesis dataset with 1.9M reactions from patents (1976-2016). The task is: Predict the reactants needed to synthesize the given product. (1) Given the product [CH2:40]([O:12][C:11](=[O:13])/[CH:10]=[C:9](/[C:3]1[CH:4]=[CH:5][C:6]([OH:8])=[CH:7][C:2]=1[OH:1])\[CH3:14])[CH2:41][C:42]1[CH:47]=[CH:46][CH:45]=[CH:44][CH:43]=1, predict the reactants needed to synthesize it. The reactants are: [OH:1][C:2]1[CH:7]=[C:6]([OH:8])[CH:5]=[CH:4][C:3]=1[C:9]([CH3:14])=[CH:10][C:11]([OH:13])=[O:12].C1(N=C=NC2CCCCC2)CCCCC1.ON1C2C=CC=CC=2N=N1.[CH2:40](O)[CH2:41][C:42]1[CH:47]=[CH:46][CH:45]=[CH:44][CH:43]=1. (2) Given the product [C:1]([O:4][CH2:5][C@H:6]1[CH2:11][C@@H:10]([O:12][C:13](=[O:15])[CH3:14])[CH2:9][CH2:8][C@@:7]1([C@H:17]1[CH2:25][CH2:24][C@@:23]2([CH3:26])[C@@H:19]([CH2:20][CH2:21][C@:22]2([C:28]2[O:29][CH:30]=[CH:31][CH:32]=2)[OH:27])[C@@H:18]1[CH2:33][N:40]=[N+:41]=[N-:42])[CH3:16])(=[O:3])[CH3:2], predict the reactants needed to synthesize it. The reactants are: [C:1]([O:4][CH2:5][C@H:6]1[CH2:11][C@@H:10]([O:12][C:13](=[O:15])[CH3:14])[CH2:9][CH2:8][C@@:7]1([C@H:17]1[CH2:25][CH2:24][C@@:23]2([CH3:26])[C@@H:19]([CH2:20][CH2:21][C@:22]2([C:28]2[O:29][CH:30]=[CH:31][CH:32]=2)[OH:27])[C@@H:18]1[CH2:33]O)[CH3:16])(=[O:3])[CH3:2].CS(Cl)(=O)=O.[N-:40]=[N+:41]=[N-:42].[Na+]. (3) Given the product [C:6]([NH:10][C:11]([C:13]1[S:34][C:16]2[N:17]=[C:18]([C:28]3[CH:29]=[CH:30][CH:31]=[CH:32][CH:33]=3)[N:19]=[C:20]([C:21]3[CH:26]=[CH:25][CH:24]=[C:23]([NH:27][C:3](=[O:4])[CH2:45][Cl:47])[CH:22]=3)[C:15]=2[C:14]=1[NH2:35])=[O:12])([CH3:9])([CH3:7])[CH3:8], predict the reactants needed to synthesize it. The reactants are: BrC[C:3](Cl)=[O:4].[C:6]([NH:10][C:11]([C:13]1[S:34][C:16]2[N:17]=[C:18]([C:28]3[CH:33]=[CH:32][CH:31]=[CH:30][CH:29]=3)[N:19]=[C:20]([C:21]3[CH:26]=[CH:25][CH:24]=[C:23]([NH2:27])[CH:22]=3)[C:15]=2[C:14]=1[NH2:35])=[O:12])([CH3:9])([CH3:8])[CH3:7].CCN(C(C)C)C(C)C.[CH2:45]([Cl:47])Cl. (4) Given the product [OH:1][CH:2]1[CH2:5][CH:4]([C:6]([O:8][C:9]([CH3:12])([CH3:11])[CH3:10])=[O:7])[CH2:3]1, predict the reactants needed to synthesize it. The reactants are: [O:1]=[C:2]1[CH2:5][CH:4]([C:6]([O:8][C:9]([CH3:12])([CH3:11])[CH3:10])=[O:7])[CH2:3]1.[BH4-].[Na+].O.C([O-])([O-])=O.[Na+].[Na+]. (5) Given the product [NH2:1][CH2:4][CH:5]1[O:9][C:8](=[O:10])[N:7]([C:11]2[CH:16]=[CH:15][C:14]([N:17]3[CH:21]=[C:20]([C:22]([CH3:30])([CH3:29])[O:23][SiH2:24][C:25]([CH3:27])([CH3:26])[CH3:28])[N:19]=[CH:18]3)=[C:13]([F:31])[CH:12]=2)[CH2:6]1, predict the reactants needed to synthesize it. The reactants are: [N:1]([CH2:4][CH:5]1[O:9][C:8](=[O:10])[N:7]([C:11]2[CH:16]=[CH:15][C:14]([N:17]3[CH:21]=[C:20]([C:22]([CH3:30])([CH3:29])[O:23][SiH2:24][C:25]([CH3:28])([CH3:27])[CH3:26])[N:19]=[CH:18]3)=[C:13]([F:31])[CH:12]=2)[CH2:6]1)=[N+]=[N-].C1(P(C2C=CC=CC=2)C2C=CC=CC=2)C=CC=CC=1.O.